Dataset: Full USPTO retrosynthesis dataset with 1.9M reactions from patents (1976-2016). Task: Predict the reactants needed to synthesize the given product. (1) Given the product [Cl:1][C:2]1[N:11]=[C:10]([CH:13]([CH3:15])[CH3:14])[C:9]2[C:4](=[CH:5][CH:6]=[CH:7][CH:8]=2)[N:3]=1, predict the reactants needed to synthesize it. The reactants are: [Cl:1][C:2]1[N:11]=[C:10](Cl)[C:9]2[C:4](=[CH:5][CH:6]=[CH:7][CH:8]=2)[N:3]=1.[CH:13]([Mg]Cl)([CH3:15])[CH3:14]. (2) Given the product [Br:1][C:2]1[CH:3]=[C:4]2[N:10]=[C:9]([C:11]3[CH:16]=[CH:15][C:14]([O:17][CH2:18][CH:19]([OH:20])[CH2:21][N:22]4[CH2:26][CH2:25][CH:24]([OH:27])[CH2:23]4)=[CH:13][CH:12]=3)[NH:8][C:5]2=[N:6][CH:7]=1, predict the reactants needed to synthesize it. The reactants are: [Br:1][C:2]1[CH:3]=[C:4]2[N:10]=[C:9]([C:11]3[CH:16]=[CH:15][C:14]([O:17][CH2:18][CH:19]4[CH2:21][O:20]4)=[CH:13][CH:12]=3)[NH:8][C:5]2=[N:6][CH:7]=1.[NH:22]1[CH2:26][CH2:25][CH:24]([OH:27])[CH2:23]1.